Predict which catalyst facilitates the given reaction. From a dataset of Catalyst prediction with 721,799 reactions and 888 catalyst types from USPTO. (1) Reactant: [CH3:1][C:2]1[S:3][C:4]([C:8]2[CH:9]=[CH:10][C:11]3[N:12]([C:14]([C:17]([O:19]CC)=[O:18])=[CH:15][N:16]=3)[CH:13]=2)=[C:5]([CH3:7])[N:6]=1.[Li+].[OH-].C(O)(=O)CC(CC(O)=O)(C(O)=O)O. The catalyst class is: 36. Product: [CH3:1][C:2]1[S:3][C:4]([C:8]2[CH:9]=[CH:10][C:11]3[N:12]([C:14]([C:17]([OH:19])=[O:18])=[CH:15][N:16]=3)[CH:13]=2)=[C:5]([CH3:7])[N:6]=1. (2) Reactant: [F:1][C:2]1[CH:3]=[C:4]2[C:8](=[CH:9][C:10]=1[F:11])[NH:7][C:6](=[O:12])[CH2:5]2.[CH3:13]O. Product: [F:1][C:2]1[CH:3]=[C:4]2[C:8](=[CH:9][C:10]=1[F:11])[NH:7][C:6](=[O:12])[CH:5]2[CH3:13]. The catalyst class is: 181. (3) Reactant: [CH3:1][Si:2]([CH2:5][CH2:6][O:7][CH2:8]Cl)([CH3:4])[CH3:3].[C:10]1([C:30]2[CH:35]=[CH:34][CH:33]=[CH:32][CH:31]=2)[CH:15]=[CH:14][C:13]([C:16]2[C:28]([Cl:29])=[CH:27][C:19]3[NH:20][C:21]([S:23]([CH3:26])(=[O:25])=[O:24])=[N:22][C:18]=3[CH:17]=2)=[CH:12][CH:11]=1.CCN(C(C)C)C(C)C. Product: [C:10]1([C:30]2[CH:31]=[CH:32][CH:33]=[CH:34][CH:35]=2)[CH:15]=[CH:14][C:13]([C:16]2[C:28]([Cl:29])=[CH:27][C:19]3[N:20]([CH2:8][O:7][CH2:6][CH2:5][Si:2]([CH3:1])([CH3:3])[CH3:4])[C:21]([S:23]([CH3:26])(=[O:24])=[O:25])=[N:22][C:18]=3[CH:17]=2)=[CH:12][CH:11]=1. The catalyst class is: 1. (4) Reactant: O[CH:2]1[C:11]2[C:6](=[CH:7][CH:8]=[CH:9][CH:10]=2)[C:5](=[O:12])[CH2:4][C:3]1([CH3:14])[CH3:13].[NH:15]1[CH:19]=[C:18]([C:20]([O:22][CH3:23])=[O:21])[N:17]=[CH:16]1.C1(P(C2C=CC=CC=2)C2C=CC=CC=2)C=CC=CC=1.N(C(OC)=O)=NC(OC)=O. Product: [CH3:23][O:22][C:20]([C:18]1[N:17]([CH:2]2[C:11]3[C:6](=[CH:7][CH:8]=[CH:9][CH:10]=3)[C:5](=[O:12])[CH2:4][C:3]2([CH3:14])[CH3:13])[CH:16]=[N:15][CH:19]=1)=[O:21]. The catalyst class is: 1. (5) Reactant: [I:1][C:2]1[C:3]([O:11][CH2:12][C:13]([F:16])([F:15])[F:14])=[N:4][CH:5]=[C:6]([CH:10]=1)[C:7]([OH:9])=O.Cl.[F:18][C:19]([F:28])([F:27])[C:20]1[N:24]=[C:23]([CH2:25][NH2:26])[O:22][N:21]=1.CN(C(ON1N=NC2C=CC=CC1=2)=[N+](C)C)C.[B-](F)(F)(F)F.C(N(CC)C(C)C)(C)C.[OH-].[Na+]. Product: [I:1][C:2]1[C:3]([O:11][CH2:12][C:13]([F:16])([F:15])[F:14])=[N:4][CH:5]=[C:6]([CH:10]=1)[C:7]([NH:26][CH2:25][C:23]1[O:22][N:21]=[C:20]([C:19]([F:28])([F:27])[F:18])[N:24]=1)=[O:9]. The catalyst class is: 3. (6) Product: [CH3:1][CH:2]1[CH2:13][C:14]2[C:19](=[CH:18][CH:17]=[C:16]([O:20][CH3:21])[CH:15]=2)[C:4](=[O:5])[CH:3]1[C:7]1[CH:8]=[CH:9][CH:10]=[CH:11][CH:12]=1. Reactant: [CH3:1][CH:2]([CH2:13][C:14]1[CH:19]=[CH:18][CH:17]=[C:16]([O:20][CH3:21])[CH:15]=1)[CH:3]([C:7]1[CH:12]=[CH:11][CH:10]=[CH:9][CH:8]=1)[C:4](O)=[O:5].C(Cl)(=O)C(Cl)=O.[Cl-].[Al+3].[Cl-].[Cl-].Cl. The catalyst class is: 2.